From a dataset of Catalyst prediction with 721,799 reactions and 888 catalyst types from USPTO. Predict which catalyst facilitates the given reaction. Reactant: [CH2:1]([C:3]1[O:7][C:6]([C:8]([O:10]C)=[O:9])=[CH:5][C:4]=1[C:12]1[N:16]([CH3:17])[N:15]=[CH:14][CH:13]=1)[CH3:2].[Cl:18]N1C(=O)CCC1=O.[OH-].[Na+]. Product: [Cl:18][C:13]1[CH:14]=[N:15][N:16]([CH3:17])[C:12]=1[C:4]1[CH:5]=[C:6]([C:8]([OH:10])=[O:9])[O:7][C:3]=1[CH2:1][CH3:2]. The catalyst class is: 7.